This data is from Orexin1 receptor HTS with 218,158 compounds and 233 confirmed actives. The task is: Binary Classification. Given a drug SMILES string, predict its activity (active/inactive) in a high-throughput screening assay against a specified biological target. The result is 0 (inactive). The compound is O=C(NCCCNC(=O)c1cccnc1)c1cc(ccc1)C.